From a dataset of Reaction yield outcomes from USPTO patents with 853,638 reactions. Predict the reaction yield, written as a fraction of the theoretical maximum amount of product (1.0 means a 100% yield; for example, 0.34 means a 34% yield). (1) The reactants are [Cl:1][C:2]1[CH:7]=[CH:6][C:5]([C:8]2[N:9]=[N:10][N:11]([CH3:13])[N:12]=2)=[CH:4][C:3]=1[C:14]1[CH:15]=[CH:16][C:17]([NH2:20])=[N:18][CH:19]=1.[CH3:21][C:22]1[C:27]([C:28](O)=[O:29])=[CH:26][N:25]=[CH:24][CH:23]=1.C(Cl)CCl. The catalyst is CN(C1C=CN=CC=1)C.C(Cl)Cl. The product is [Cl:1][C:2]1[CH:7]=[CH:6][C:5]([C:8]2[N:9]=[N:10][N:11]([CH3:13])[N:12]=2)=[CH:4][C:3]=1[C:14]1[CH:15]=[CH:16][C:17]([NH:20][C:28](=[O:29])[C:27]2[C:22]([CH3:21])=[CH:23][CH:24]=[N:25][CH:26]=2)=[N:18][CH:19]=1. The yield is 0.350. (2) The reactants are [C:1]([O:4][C:5]1[CH:13]=[C:12]([Cl:14])[CH:11]=[CH:10][C:6]=1[C:7]([OH:9])=O)(=[O:3])[CH3:2].[NH2:15][C:16]1[CH:21]=[CH:20][C:19]([N:22]2[C:26]([C:27]([F:30])([F:29])[F:28])=[CH:25][C:24]([C:31]([F:34])([F:33])[F:32])=[N:23]2)=[CH:18][CH:17]=1. No catalyst specified. The product is [C:1]([O:4][C:5]1[CH:13]=[C:12]([Cl:14])[CH:11]=[CH:10][C:6]=1[C:7]([NH:15][C:16]1[CH:17]=[CH:18][C:19]([N:22]2[C:26]([C:27]([F:28])([F:29])[F:30])=[CH:25][C:24]([C:31]([F:34])([F:33])[F:32])=[N:23]2)=[CH:20][CH:21]=1)=[O:9])(=[O:3])[CH3:2]. The yield is 0.740.